This data is from Forward reaction prediction with 1.9M reactions from USPTO patents (1976-2016). The task is: Predict the product of the given reaction. (1) Given the reactants [S:1]1[CH:5]=[CH:4][C:3]2[C:6](=[O:9])[CH2:7][CH2:8][C:2]1=2.[H-].[Na+].C1([O:18][C:19](=O)[C:20]2[CH:25]=[CH:24][CH:23]=[CH:22][C:21]=2[Br:26])C=CC=CC=1.Cl, predict the reaction product. The product is: [Br:26][C:21]1[CH:22]=[CH:23][CH:24]=[CH:25][C:20]=1[C:19]([CH:7]1[CH2:8][C:2]2[S:1][CH:5]=[CH:4][C:3]=2[C:6]1=[O:9])=[O:18]. (2) Given the reactants [CH2:1]([NH2:6])[CH2:2][CH2:3][CH2:4][CH3:5].[OH2:7].[C:8](=[O:10])=[O:9], predict the reaction product. The product is: [CH2:1]([O:9][C:8](=[O:7])[OH:10])[CH2:2][CH2:3][CH2:4][CH3:5].[CH2:1]([NH3+:6])[CH2:2][CH2:3][CH2:4][CH3:5]. (3) Given the reactants C[C:2]1[CH:7]=[CH:6][C:5]([S@@:8]([NH2:10])=[O:9])=[CH:4][CH:3]=1.[CH3:11][C:12]([C@H:15]1[CH2:20][CH2:19][C@H:18]([CH:21]=O)[CH2:17][CH2:16]1)([CH3:14])[CH3:13].O.CCCCCC.C(OCC)(=O)C, predict the reaction product. The product is: [CH3:14][C:12]([C@H:15]1[CH2:16][CH2:17][C@H:18](/[CH:21]=[N:10]/[S@:8]([C:5]2[CH:4]=[CH:3][CH:2]=[CH:7][CH:6]=2)=[O:9])[CH2:19][CH2:20]1)([CH3:11])[CH3:13]. (4) Given the reactants [CH:1]1([NH:6][C:7]2[N:12]3[N:13]=[C:14]([C:26]4[CH:31]=[CH:30][C:29]([O:32]C)=[CH:28][CH:27]=4)[C:15]([C:16]4[CH:21]=[CH:20][N:19]=[C:18]([NH:22][CH:23]5[CH2:25][CH2:24]5)[N:17]=4)=[C:11]3[CH:10]=[CH:9][CH:8]=2)[CH2:5][CH2:4][CH2:3][CH2:2]1.N1C=CC=CC=1C1C=CC=CC=1O, predict the reaction product. The product is: [CH:1]1([NH:6][C:7]2[N:12]3[N:13]=[C:14]([C:26]4[CH:27]=[CH:28][C:29]([OH:32])=[CH:30][CH:31]=4)[C:15]([C:16]4[CH:21]=[CH:20][N:19]=[C:18]([NH:22][CH:23]5[CH2:25][CH2:24]5)[N:17]=4)=[C:11]3[CH:10]=[CH:9][CH:8]=2)[CH2:5][CH2:4][CH2:3][CH2:2]1. (5) Given the reactants [CH2:1]([O:3][C:4](=[O:19])[CH2:5][NH:6][C:7]1[CH:12]=[C:11]([O:13][CH3:14])[C:10]([O:15][CH3:16])=[CH:9][C:8]=1[C:17]#[N:18])[CH3:2].CC(C)([O-])C.[K+], predict the reaction product. The product is: [NH2:18][C:17]1[C:8]2[C:7](=[CH:12][C:11]([O:13][CH3:14])=[C:10]([O:15][CH3:16])[CH:9]=2)[NH:6][C:5]=1[C:4]([O:3][CH2:1][CH3:2])=[O:19].